From a dataset of Forward reaction prediction with 1.9M reactions from USPTO patents (1976-2016). Predict the product of the given reaction. Given the reactants CC1(C)C(C)(C)OB([C:9]2[CH:10]=[C:11]3[C:16](=[C:17]([O:19][CH2:20][O:21][CH2:22][CH2:23][Si:24]([CH3:27])([CH3:26])[CH3:25])[CH:18]=2)[N:15]=[CH:14][N:13]([CH2:28][O:29][CH2:30][CH2:31][Si:32]([CH3:35])([CH3:34])[CH3:33])[C:12]3=[O:36])O1.Br[C:39]1[CH:40]=[C:41]([S:45]([N:48]2[CH2:53][CH2:52][N:51]([CH3:54])[CH2:50][CH2:49]2)(=[O:47])=[O:46])[CH:42]=[CH:43][CH:44]=1.C(=O)([O-])[O-].[Cs+].[Cs+], predict the reaction product. The product is: [CH3:54][N:51]1[CH2:52][CH2:53][N:48]([S:45]([C:41]2[CH:42]=[C:43]([C:9]3[CH:10]=[C:11]4[C:16](=[C:17]([O:19][CH2:20][O:21][CH2:22][CH2:23][Si:24]([CH3:25])([CH3:27])[CH3:26])[CH:18]=3)[N:15]=[CH:14][N:13]([CH2:28][O:29][CH2:30][CH2:31][Si:32]([CH3:33])([CH3:34])[CH3:35])[C:12]4=[O:36])[CH:44]=[CH:39][CH:40]=2)(=[O:47])=[O:46])[CH2:49][CH2:50]1.